Dataset: Forward reaction prediction with 1.9M reactions from USPTO patents (1976-2016). Task: Predict the product of the given reaction. (1) Given the reactants [N:1]([C@@H:4]1[C@@H:8]([N:9]=[N+:10]=[N-:11])[CH2:7][N:6]([CH2:12][C:13]2[CH:18]=[CH:17][CH:16]=[CH:15][CH:14]=2)[CH2:5]1)=[N+]=[N-].C1(P(C2C=CC=CC=2)C2C=CC=CC=2)C=CC=CC=1.O, predict the reaction product. The product is: [N:9]([C@@H:8]1[C@@H:4]([NH2:1])[CH2:5][N:6]([CH2:12][C:13]2[CH:14]=[CH:15][CH:16]=[CH:17][CH:18]=2)[CH2:7]1)=[N+:10]=[N-:11]. (2) Given the reactants [C:1]([O:5][C:6]([NH:8][C:9]1[S:10][C:11]([C:19](N(OC)C)=[O:20])=[C:12]([C:14]2[O:15][CH:16]=[CH:17][CH:18]=2)[N:13]=1)=[O:7])([CH3:4])([CH3:3])[CH3:2].[C:25]1([Mg]Cl)[CH:30]=[CH:29][CH:28]=[CH:27][CH:26]=1.[Cl-].[NH4+], predict the reaction product. The product is: [C:19]([C:11]1[S:10][C:9]([NH:8][C:6](=[O:7])[O:5][C:1]([CH3:2])([CH3:3])[CH3:4])=[N:13][C:12]=1[C:14]1[O:15][CH:16]=[CH:17][CH:18]=1)(=[O:20])[C:25]1[CH:30]=[CH:29][CH:28]=[CH:27][CH:26]=1.